From a dataset of Reaction yield outcomes from USPTO patents with 853,638 reactions. Predict the reaction yield, written as a fraction of the theoretical maximum amount of product (1.0 means a 100% yield; for example, 0.34 means a 34% yield). (1) The reactants are [C:1]([O:7][C:8]1[C:9]([CH3:18])=[C:10]2[N:15]([CH:16]=1)[N:14]=[CH:13][N:12]=[C:11]2Cl)(=[O:6])[C:2]([CH3:5])([CH3:4])[CH3:3].[F:19][C:20]1[CH:21]=[C:22]([NH:27][C:28]([NH:30][C:31](=[O:39])[CH2:32][C:33]2[CH:38]=[CH:37][CH:36]=[CH:35][CH:34]=2)=[S:29])[CH:23]=[CH:24][C:25]=1[OH:26].C(=O)([O-])[O-].[Cs+].[Cs+]. The catalyst is CN(C=O)C. The product is [C:1]([O:7][C:8]1[C:9]([CH3:18])=[C:10]2[N:15]([CH:16]=1)[N:14]=[CH:13][N:12]=[C:11]2[O:26][C:25]1[CH:24]=[CH:23][C:22]([NH:27][C:28]([NH:30][C:31](=[O:39])[CH2:32][C:33]2[CH:34]=[CH:35][CH:36]=[CH:37][CH:38]=2)=[S:29])=[CH:21][C:20]=1[F:19])(=[O:6])[C:2]([CH3:5])([CH3:4])[CH3:3]. The yield is 0.250. (2) The catalyst is C(#N)C.O. The yield is 0.690. The product is [CH:19]([C:22]1[CH:27]=[CH:26][C:25]([C:2]2[N:7]=[C:6]([C:8]3[CH:9]=[C:10]([CH:16]=[CH:17][CH:18]=3)[C:11]([O:13][CH2:14][CH3:15])=[O:12])[CH:5]=[CH:4][CH:3]=2)=[CH:24][CH:23]=1)([CH3:21])[CH3:20]. The reactants are Br[C:2]1[N:7]=[C:6]([C:8]2[CH:9]=[C:10]([CH:16]=[CH:17][CH:18]=2)[C:11]([O:13][CH2:14][CH3:15])=[O:12])[CH:5]=[CH:4][CH:3]=1.[CH:19]([C:22]1[CH:27]=[CH:26][C:25](B(O)O)=[CH:24][CH:23]=1)([CH3:21])[CH3:20].C(=O)([O-])[O-].[Na+].[Na+]. (3) The reactants are [C:1]([C:3]1([OH:10])[CH2:8][CH2:7][CH2:6][CH2:5][CH:4]1[CH3:9])#[CH:2].[CH3:11][CH2:12][NH:13][C:14]([C@H:16]1[O:20][C@@H:19]([N:21]2[C:25]3[N:26]=[C:27](I)[N:28]=[C:29]([NH2:30])[C:24]=3[N:23]=[CH:22]2)[CH:18]([OH:32])[C@H:17]1[OH:33])=[O:15]. No catalyst specified. The product is [CH2:12]([NH:13][C:14]([CH:16]1[CH:17]([OH:33])[CH:18]([OH:32])[CH:19]([N:21]2[CH:22]=[N:23][C:24]3[C:25]2=[N:26][C:27]([C:2]#[C:1][C:3]2([OH:10])[CH2:8][CH2:7][CH2:6][CH2:5][CH:4]2[CH3:9])=[N:28][C:29]=3[NH2:30])[O:20]1)=[O:15])[CH3:11]. The yield is 0.650. (4) The reactants are [Li+].[CH3:2]C([N-]C(C)C)C.[Br:9][C:10]1[CH:19]=[C:18]2[C:13]([CH2:14][CH2:15][CH2:16][C:17]2=[O:20])=[CH:12][CH:11]=1.IC.[Cl-].[NH4+]. The catalyst is C1COCC1.C(OCC)C. The product is [Br:9][C:10]1[CH:19]=[C:18]2[C:13]([CH2:14][CH2:15][CH:16]([CH3:2])[C:17]2=[O:20])=[CH:12][CH:11]=1. The yield is 0.100. (5) The catalyst is C1COCC1.CCOC(C)=O.Cl.[Cl-].[Cl-].[Zn+2].C1C=CC([P]([Pd]([P](C2C=CC=CC=2)(C2C=CC=CC=2)C2C=CC=CC=2)([P](C2C=CC=CC=2)(C2C=CC=CC=2)C2C=CC=CC=2)[P](C2C=CC=CC=2)(C2C=CC=CC=2)C2C=CC=CC=2)(C2C=CC=CC=2)C2C=CC=CC=2)=CC=1.CO. The product is [NH2:17][C:18]1[C:19]2[C:26]([C:7]3[NH:6][CH:10]=[CH:9][N:8]=3)=[CH:25][N:24]([C@@H:28]3[O:48][C@H:47]([CH2:49][OH:50])[C@@H:38]([OH:39])[C@H:29]3[OH:30])[C:20]=2[N:21]=[CH:22][N:23]=1. The yield is 0.130. The reactants are CN(C)S([N:6]1[CH:10]=[CH:9][N:8]=[CH:7]1)(=O)=O.C([Li])CCC.[NH2:17][C:18]1[C:19]2[C:26](I)=[CH:25][N:24]([C@@H:28]3[O:48][C@H:47]([CH2:49][O:50][Si](C(C)(C)C)(C)C)[C@@H:38]([O:39][Si](C(C)(C)C)(C)C)[C@H:29]3[O:30][Si](C(C)(C)C)(C)C)[C:20]=2[N:21]=[CH:22][N:23]=1.N1C=CN=C1. (6) The reactants are [CH:1]([N:14]1[CH2:18][C@@H:17]([C:19]2[CH:24]=[CH:23][CH:22]=[CH:21][C:20]=2Br)[C@H:16]([C:26]2[CH:31]=[C:30]([Cl:32])[CH:29]=[CH:28][C:27]=2[OH:33])[CH2:15]1)([C:8]1[CH:13]=[CH:12][CH:11]=[CH:10][CH:9]=1)[C:2]1[CH:7]=[CH:6][CH:5]=[CH:4][CH:3]=1.C(=O)([O-])[O-].[Cs+].[Cs+].CN(C)CC(O)=O. The catalyst is O1CCOCC1.[Cu]I. The product is [Cl:32][C:30]1[CH:29]=[CH:28][C:27]2[O:33][C:24]3[CH:23]=[CH:22][CH:21]=[CH:20][C:19]=3[C@H:17]3[CH2:18][N:14]([CH:1]([C:8]4[CH:13]=[CH:12][CH:11]=[CH:10][CH:9]=4)[C:2]4[CH:7]=[CH:6][CH:5]=[CH:4][CH:3]=4)[CH2:15][C@@H:16]3[C:26]=2[CH:31]=1. The yield is 1.00. (7) The reactants are Cl.[NH2:2][C:3]1[N:4]=[C:5]2[CH:10]=[CH:9][C:8]([O:11][C:12]3[CH:13]=[CH:14][C:15]([CH3:28])=[C:16]([NH:18][C:19]([C:21]4[N:25]([CH3:26])[N:24]=[C:23]([CH3:27])[CH:22]=4)=[O:20])[CH:17]=3)=[N:7][N:6]2[CH:29]=1.[CH3:30][C:31]([CH3:36])=[CH:32][C:33](Cl)=[O:34]. The catalyst is CN(C)C(=O)C. The product is [CH3:26][N:25]1[C:21]([C:19]([NH:18][C:16]2[CH:17]=[C:12]([O:11][C:8]3[CH:9]=[CH:10][C:5]4[N:6]([CH:29]=[C:3]([NH:2][C:33](=[O:34])[CH:32]=[C:31]([CH3:36])[CH3:30])[N:4]=4)[N:7]=3)[CH:13]=[CH:14][C:15]=2[CH3:28])=[O:20])=[CH:22][C:23]([CH3:27])=[N:24]1. The yield is 0.680. (8) The catalyst is ClCCl. The product is [C:1]([O:4][C:5]1[CH:6]=[C:7]2[C:11](=[CH:12][CH:13]=1)[NH:10][C:9]([C:14]([O:16][CH2:17][CH3:18])=[O:15])=[C:8]2[Cl:19])(=[O:3])[CH3:2]. The yield is 0.750. The reactants are [C:1]([O:4][C:5]1[CH:6]=[C:7]2[C:11](=[CH:12][CH:13]=1)[NH:10][C:9]([C:14]([O:16][CH2:17][CH3:18])=[O:15])=[CH:8]2)(=[O:3])[CH3:2].[Cl:19]N1C(=O)CCC1=O.C(=O)([O-])[O-].[K+].[K+].